Dataset: Reaction yield outcomes from USPTO patents with 853,638 reactions. Task: Predict the reaction yield, written as a fraction of the theoretical maximum amount of product (1.0 means a 100% yield; for example, 0.34 means a 34% yield). The reactants are [Cl:1][C:2]1[C:10]([C:11]([N:13]2[CH2:18][CH2:17][N:16]([CH:19]([CH3:21])[CH3:20])[CH2:15][CH2:14]2)=[O:12])=[CH:9][CH:8]=[C:7]2[C:3]=1[CH:4]=[C:5]([C:22]([N:24]1[CH2:29][CH2:28][C:27]([F:31])([F:30])[CH2:26][CH2:25]1)=[O:23])[NH:6]2.[Cl:32][C:33]1[CH:38]=[C:37](B(O)O)[CH:36]=[CH:35][N:34]=1.N1C=CC=CC=1. The catalyst is C([O-])(=O)C.[Cu+2].C([O-])(=O)C.C(Cl)(Cl)Cl. The product is [Cl:1][C:2]1[C:10]([C:11]([N:13]2[CH2:18][CH2:17][N:16]([CH:19]([CH3:21])[CH3:20])[CH2:15][CH2:14]2)=[O:12])=[CH:9][CH:8]=[C:7]2[C:3]=1[CH:4]=[C:5]([C:22]([N:24]1[CH2:29][CH2:28][C:27]([F:31])([F:30])[CH2:26][CH2:25]1)=[O:23])[N:6]2[C:37]1[CH:36]=[CH:35][N:34]=[C:33]([Cl:32])[CH:38]=1. The yield is 0.340.